This data is from Forward reaction prediction with 1.9M reactions from USPTO patents (1976-2016). The task is: Predict the product of the given reaction. (1) The product is: [F:22][C:23]([F:36])([F:35])[S:24]([O:1][C:2]1[C:11]2[C:6](=[CH:7][CH:8]=[C:9]([O:12][CH3:13])[N:10]=2)[N:5]=[CH:4][CH:3]=1)(=[O:26])=[O:25]. Given the reactants [OH:1][C:2]1[C:11]2[C:6](=[CH:7][CH:8]=[C:9]([O:12][CH3:13])[N:10]=2)[N:5]=[CH:4][CH:3]=1.N1C(C)=CC=CC=1C.[F:22][C:23]([F:36])([F:35])[S:24](O[S:24]([C:23]([F:36])([F:35])[F:22])(=[O:26])=[O:25])(=[O:26])=[O:25], predict the reaction product. (2) The product is: [ClH:40].[OH:1][C@@H:2]([CH2:18][N:19]([C:24]1[CH:25]=[CH:26][C:27]([O:30][C:31]2[CH:36]=[CH:35][C:34]([C:37](=[O:39])[NH2:38])=[CH:33][CH:32]=2)=[CH:28][CH:29]=1)[CH2:20][CH:21]([CH3:23])[CH3:22])[CH2:3][O:4][C:5]1[C:17]2[C:16]3[C:11](=[CH:12][CH:13]=[CH:14][CH:15]=3)[NH:10][C:9]=2[CH:8]=[CH:7][CH:6]=1. Given the reactants [OH:1][C@@H:2]([CH2:18][N:19]([C:24]1[CH:29]=[CH:28][C:27]([O:30][C:31]2[CH:36]=[CH:35][C:34]([C:37](=[O:39])[NH2:38])=[CH:33][CH:32]=2)=[CH:26][CH:25]=1)[CH2:20][CH:21]([CH3:23])[CH3:22])[CH2:3][O:4][C:5]1[C:17]2[C:16]3[C:11](=[CH:12][CH:13]=[CH:14][CH:15]=3)[NH:10][C:9]=2[CH:8]=[CH:7][CH:6]=1.[ClH:40].C(OCC)(=O)C, predict the reaction product. (3) Given the reactants [CH3:1][N:2]1[CH2:7][CH2:6][CH2:5][CH:4]([OH:8])[CH2:3]1.[H-].[Na+].F[C:12]1[CH:13]=[C:14]([CH:17]=[CH:18][CH:19]=1)[C:15]#[N:16], predict the reaction product. The product is: [CH3:1][N:2]1[CH2:7][CH2:6][CH2:5][CH:4]([O:8][C:12]2[CH:13]=[C:14]([CH:17]=[CH:18][CH:19]=2)[C:15]#[N:16])[CH2:3]1.